From a dataset of hERG Central: cardiac toxicity at 1µM, 10µM, and general inhibition. Predict hERG channel inhibition at various concentrations. (1) The compound is CCNc1nc(NCC)nc(N/N=C/c2ccc([N+](=O)[O-])o2)n1. Results: hERG_inhib (hERG inhibition (general)): blocker. (2) The compound is Cc1ccc(S(=O)(=O)N2CCC(=O)N(CCOCc3ccc(Cl)cc3)CC2)cc1. Results: hERG_inhib (hERG inhibition (general)): blocker. (3) The drug is Cc1ccc(NC(=O)COc2coc(CN3CCN(Cc4ccccc4)CC3)cc2=O)cc1. Results: hERG_inhib (hERG inhibition (general)): blocker. (4) The drug is CCc1nc(NCCCn2ccnc2)c2oc3ccccc3c2n1.Cl. Results: hERG_inhib (hERG inhibition (general)): blocker. (5) The compound is Cc1cc(C)n2cc(CSc3ccc(Cl)cc3)nc2n1. Results: hERG_inhib (hERG inhibition (general)): blocker.